Dataset: Forward reaction prediction with 1.9M reactions from USPTO patents (1976-2016). Task: Predict the product of the given reaction. (1) Given the reactants [NH:1]1[CH2:4][CH:3]([N:5]2[C:9]([C:10]3[CH:33]=[C:32]([Cl:34])[CH:31]=[CH:30][C:11]=3[O:12][C:13]3[CH:18]=[CH:17][C:16]([S:19]([NH:22][C:23]4[N:24]=[CH:25][S:26][CH:27]=4)(=[O:21])=[O:20])=[CH:15][C:14]=3[C:28]#[N:29])=[CH:8][CH:7]=[N:6]2)[CH2:2]1.[CH2:35](N(CC)CC)[CH3:36].C(O[BH-](OC(=O)C)OC(=O)C)(=O)C.[Na+].C(=O)C, predict the reaction product. The product is: [Cl:34][C:32]1[CH:31]=[CH:30][C:11]([O:12][C:13]2[CH:18]=[CH:17][C:16]([S:19]([NH:22][C:23]3[N:24]=[CH:25][S:26][CH:27]=3)(=[O:21])=[O:20])=[CH:15][C:14]=2[C:28]#[N:29])=[C:10]([C:9]2[N:5]([CH:3]3[CH2:2][N:1]([CH2:35][CH3:36])[CH2:4]3)[N:6]=[CH:7][CH:8]=2)[CH:33]=1. (2) Given the reactants [F:1][C:2]1[CH:3]=[C:4]([CH2:15][C:16]([O:18][CH3:19])=[O:17])[CH:5]=[CH:6][C:7]=1[C:8]1[CH:13]=[CH:12][CH:11]=[C:10]([OH:14])[CH:9]=1.[CH2:20]([N:26]=[C:27]=[O:28])[CH2:21][CH2:22][CH2:23][CH2:24][CH3:25], predict the reaction product. The product is: [F:1][C:2]1[CH:3]=[C:4]([CH2:15][C:16]([O:18][CH3:19])=[O:17])[CH:5]=[CH:6][C:7]=1[C:8]1[CH:13]=[CH:12][CH:11]=[C:10]([O:14][C:27](=[O:28])[NH:26][CH2:20][CH2:21][CH2:22][CH2:23][CH2:24][CH3:25])[CH:9]=1. (3) Given the reactants [CH3:1][N:2]1[C:7]2[N:8]([CH3:15])[CH:9]=[C:10]([CH2:11][C:12]([OH:14])=O)[C:6]=2[C:5](=[O:16])[N:4]([CH3:17])[C:3]1=[O:18].[F:19][C:20]1[C:25]([C:26]([F:29])([F:28])[F:27])=[C:24]([F:30])[CH:23]=[CH:22][C:21]=1[C:31]1[N:32]=[C:33]([NH2:36])[S:34][CH:35]=1.CCN=C=NCCCN(C)C.Cl.C1C=CC2N(O)N=NC=2C=1, predict the reaction product. The product is: [F:19][C:20]1[C:25]([C:26]([F:27])([F:28])[F:29])=[C:24]([F:30])[CH:23]=[CH:22][C:21]=1[C:31]1[N:32]=[C:33]([NH:36][C:12](=[O:14])[CH2:11][C:10]2[C:6]3[C:5](=[O:16])[N:4]([CH3:17])[C:3](=[O:18])[N:2]([CH3:1])[C:7]=3[N:8]([CH3:15])[CH:9]=2)[S:34][CH:35]=1. (4) Given the reactants [F:1][C:2]1[CH:3]=[C:4](C(O)=O)[C:5]2[CH:6]=[N:7][N:8]([CH3:11])[C:9]=2[CH:10]=1.C([N:17]([CH2:20]C)CC)C.C1(P(N=[N+]=[N-])(C2C=CC=CC=2)=[O:29])C=CC=CC=1.[CH3:39][C:40]([OH:43])([CH3:42])[CH3:41], predict the reaction product. The product is: [F:1][C:2]1[CH:10]=[C:9]2[C:5]([CH:6]=[N:7][N:8]2[CH3:11])=[C:4]([NH:17][C:20](=[O:29])[O:43][C:40]([CH3:42])([CH3:41])[CH3:39])[CH:3]=1. (5) Given the reactants [Cl:1][C:2]1[CH:7]=[C:6]([Cl:8])[N:5]=[C:4]([C:9]([O:11][CH3:12])=[O:10])[CH:3]=1.[F:13][C:14]1[CH:35]=[CH:34][C:17]([O:18][C:19]2[CH:24]=[CH:23][C:22](B3OC(C)(C)C(C)(C)O3)=[CH:21][CH:20]=2)=[CH:16][CH:15]=1.C([O-])([O-])=O.[Na+].[Na+], predict the reaction product. The product is: [Cl:1][C:2]1[CH:7]=[C:6]([Cl:8])[N:5]=[C:4]([C:9]([O-:11])=[O:10])[CH:3]=1.[Cl:1][C:2]1[CH:7]=[C:6]([C:22]2[CH:21]=[CH:20][C:19]([O:18][C:17]3[CH:16]=[CH:15][C:14]([F:13])=[CH:35][CH:34]=3)=[CH:24][CH:23]=2)[N:5]=[C:4]([C:9]([O:11][CH3:12])=[O:10])[CH:3]=1. (6) Given the reactants [Cl:1][C:2]1[CH:8]=[C:7]([O:9][C:10]2[C:11]3[N:18]([CH3:19])[CH:17]=[CH:16][C:12]=3[N:13]=[CH:14][N:15]=2)[CH:6]=[CH:5][C:3]=1[NH2:4].C(N(CC)CC)C.[CH:27]1[C:36]2[C:31](=[CH:32][CH:33]=[CH:34][CH:35]=2)[CH:30]=[CH:29][C:28]=1[N:37]=[C:38]=[O:39], predict the reaction product. The product is: [Cl:1][C:2]1[CH:8]=[C:7]([O:9][C:10]2[C:11]3[N:18]([CH3:19])[CH:17]=[CH:16][C:12]=3[N:13]=[CH:14][N:15]=2)[CH:6]=[CH:5][C:3]=1[NH:4][C:38]([NH:37][C:28]1[CH:29]=[CH:30][C:31]2[C:36](=[CH:35][CH:34]=[CH:33][CH:32]=2)[CH:27]=1)=[O:39]. (7) Given the reactants [NH2:1][C@H:2]1[C:10]2[C:5](=[CH:6][CH:7]=[CH:8][CH:9]=2)[CH2:4][CH2:3]1.[F:11][C:12]([F:23])([F:22])[C:13](O[C:13](=[O:14])[C:12]([F:23])([F:22])[F:11])=[O:14], predict the reaction product. The product is: [F:11][C:12]([F:23])([F:22])[C:13]([NH:1][C@H:2]1[C:10]2[C:5](=[CH:6][CH:7]=[CH:8][CH:9]=2)[CH2:4][CH2:3]1)=[O:14]. (8) Given the reactants [F:1][C:2]([F:22])([F:21])[O:3][C:4]1[CH:9]=[CH:8][C:7]([N:10]2[CH2:14][CH2:13][C:12]3([CH2:19][CH2:18][NH:17][CH2:16][CH2:15]3)[C:11]2=[O:20])=[CH:6][CH:5]=1.O=C(Cl)[O:25][C:26](Cl)(Cl)Cl.[CH2:31]([NH:33][CH:34]([CH3:36])[CH3:35])[CH3:32], predict the reaction product. The product is: [CH2:31]([N:33]([CH:34]([CH3:36])[CH3:35])[C:26]([N:17]1[CH2:16][CH2:15][C:12]2([C:11](=[O:20])[N:10]([C:7]3[CH:8]=[CH:9][C:4]([O:3][C:2]([F:1])([F:21])[F:22])=[CH:5][CH:6]=3)[CH2:14][CH2:13]2)[CH2:19][CH2:18]1)=[O:25])[CH3:32].